This data is from NCI-60 drug combinations with 297,098 pairs across 59 cell lines. The task is: Regression. Given two drug SMILES strings and cell line genomic features, predict the synergy score measuring deviation from expected non-interaction effect. (1) Drug 1: C1=CC(=CC=C1CCCC(=O)O)N(CCCl)CCCl. Drug 2: CC1=C(C(=O)C2=C(C1=O)N3CC4C(C3(C2COC(=O)N)OC)N4)N. Cell line: HS 578T. Synergy scores: CSS=29.4, Synergy_ZIP=7.12, Synergy_Bliss=6.69, Synergy_Loewe=8.82, Synergy_HSA=9.80. (2) Drug 1: CC12CCC(CC1=CCC3C2CCC4(C3CC=C4C5=CN=CC=C5)C)O. Drug 2: CN(CC1=CN=C2C(=N1)C(=NC(=N2)N)N)C3=CC=C(C=C3)C(=O)NC(CCC(=O)O)C(=O)O. Cell line: M14. Synergy scores: CSS=23.5, Synergy_ZIP=-7.38, Synergy_Bliss=0.115, Synergy_Loewe=-6.57, Synergy_HSA=-0.903.